From a dataset of HIV replication inhibition screening data with 41,000+ compounds from the AIDS Antiviral Screen. Binary Classification. Given a drug SMILES string, predict its activity (active/inactive) in a high-throughput screening assay against a specified biological target. (1) The compound is CCCCCCCCCCCCC(=O)NC1=C(O)C(=O)c2ccccc2C1=O. The result is 0 (inactive). (2) The molecule is O=S(=O)(O)OCC1OC2OC3C(COS(=O)(=O)O)OC(OC4C(COS(=O)(=O)O)OC(OC5C(COS(=O)(=O)O)OC(OC6C(COS(=O)(=O)O)OC(OC7C(COS(=O)(=O)O)OC(OC8C(COS(=O)(=O)O)OC(OC1C(OS(=O)(=O)O)C2OS(=O)(=O)O)C(OS(=O)(=O)O)C8OS(=O)(=O)O)C(OS(=O)(=O)O)C7OS(=O)(=O)O)C(OS(=O)(=O)O)C6OS(=O)(=O)O)C(OS(=O)(=O)O)C5OS(=O)(=O)O)C(OS(=O)(=O)O)C4OS(=O)(=O)O)C(OS(=O)(=O)O)C3OS(=O)(=O)O. The result is 0 (inactive). (3) The drug is Nc1c(-c2ccccc2)oc2ccccc2c1=O. The result is 0 (inactive). (4) The compound is CC(C)c1cccc(C(C)C)c1N1C(=O)C(=O)C(c2nc3ccccc3o2)C(=O)C1=O. The result is 0 (inactive). (5) The drug is COc1cccc(C2=NC(C(C)C)CO2)c1OC. The result is 0 (inactive). (6) The molecule is COc1ccccc1C=C1C(=O)N(C(=O)c2ccc(NC(C)=O)cc2)N=C1C. The result is 0 (inactive). (7) The drug is CC(=NNC(=S)Nc1ccccc1Cl)c1cccc(C(C)=NNC(=S)Nc2ccccc2Cl)n1. The result is 0 (inactive).